Dataset: Full USPTO retrosynthesis dataset with 1.9M reactions from patents (1976-2016). Task: Predict the reactants needed to synthesize the given product. (1) Given the product [CH3:5][C:2]([C:6]1[CH:7]=[C:8]([C:13]2[S:17][C:16]([CH:18]=[C:26]3[S:20][C:21]([N:27]4[CH2:32][CH2:31][O:30][CH2:29][CH2:28]4)=[N:23][C:24]3=[O:25])=[CH:15][CH:14]=2)[CH:9]=[CH:10][C:11]=1[OH:12])([CH3:1])[CH2:3][CH3:4], predict the reactants needed to synthesize it. The reactants are: [CH3:1][C:2]([C:6]1[CH:7]=[C:8]([C:13]2[S:17][C:16]([CH:18]=O)=[CH:15][CH:14]=2)[CH:9]=[CH:10][C:11]=1[OH:12])([CH3:5])[CH2:3][CH3:4].[S:20]1[CH2:26][C:24](=[O:25])[NH:23][C:21]1=S.[NH:27]1[CH2:32][CH2:31][O:30][CH2:29][CH2:28]1. (2) Given the product [C:15]([Si:12]([CH3:14])([CH3:13])[O:19][CH2:20][CH2:21][NH:4][C:3]1[CH:5]=[CH:6][C:7]([N+:9]([O-:11])=[O:10])=[CH:8][C:2]=1[I:1])([CH3:18])([CH3:17])[CH3:16], predict the reactants needed to synthesize it. The reactants are: [I:1][C:2]1[CH:8]=[C:7]([N+:9]([O-:11])=[O:10])[CH:6]=[CH:5][C:3]=1[NH2:4].[Si:12]([O:19][CH2:20][CH:21]=O)([C:15]([CH3:18])([CH3:17])[CH3:16])([CH3:14])[CH3:13].C(O)(C(F)(F)F)=O.[BH3-]C#N.[Na+]. (3) Given the product [CH3:22][C:16]1[CH:17]=[CH:18][CH:19]=[C:20]([CH3:21])[C:15]=1[CH2:14][NH:13][C:4]1[C:5]2[N:6]([C:8]([CH3:12])=[C:9]([CH3:11])[N:10]=2)[CH:7]=[C:2]([C:28]2[CH:29]=[N:30][C:25]([O:24][CH3:23])=[CH:26][CH:27]=2)[CH:3]=1, predict the reactants needed to synthesize it. The reactants are: Br[C:2]1[CH:3]=[C:4]([NH:13][CH2:14][C:15]2[C:20]([CH3:21])=[CH:19][CH:18]=[CH:17][C:16]=2[CH3:22])[C:5]2[N:6]([C:8]([CH3:12])=[C:9]([CH3:11])[N:10]=2)[CH:7]=1.[CH3:23][O:24][C:25]1[N:30]=[CH:29][C:28](B(O)O)=[CH:27][CH:26]=1.C(=O)([O-])[O-].[Na+].[Na+]. (4) Given the product [C:1]([O:5][C:6](=[O:33])[N:7]([C@H:9]([C:11](=[O:32])[NH:12][C@H:13]([C:17]([N:19]1[C:23]2=[N:24][CH:25]=[CH:26][CH:27]=[C:22]2[CH2:21][C@H:20]1[CH2:28][NH2:29])=[O:18])[CH:14]([CH3:16])[CH3:15])[CH3:10])[CH3:8])([CH3:3])([CH3:2])[CH3:4], predict the reactants needed to synthesize it. The reactants are: [C:1]([O:5][C:6](=[O:33])[N:7]([C@H:9]([C:11](=[O:32])[NH:12][C@H:13]([C:17]([N:19]1[C:23]2=[N:24][CH:25]=[CH:26][CH:27]=[C:22]2[CH2:21][C@H:20]1[CH2:28][N:29]=[N+]=[N-])=[O:18])[CH:14]([CH3:16])[CH3:15])[CH3:10])[CH3:8])([CH3:4])([CH3:3])[CH3:2]. (5) Given the product [F:20][C:15]1[CH:14]=[C:13]([CH:18]=[CH:17][C:16]=1[F:19])[O:12][C:10]([N:7]1[CH2:6][CH2:5][CH:4]([CH2:1][C:2]#[C:3][C:22]2[N:23]=[C:24]([NH2:40])[C:25]3[N:26]=[CH:27][N:28]([C:38]=3[N:39]=2)[C@@H:29]2[O:37][C@H:34]([CH2:35][OH:36])[C@@H:32]([OH:33])[C@H:30]2[OH:31])[CH2:9][CH2:8]1)=[O:11], predict the reactants needed to synthesize it. The reactants are: [CH2:1]([CH:4]1[CH2:9][CH2:8][N:7]([C:10]([O:12][C:13]2[CH:18]=[CH:17][C:16]([F:19])=[C:15]([F:20])[CH:14]=2)=[O:11])[CH2:6][CH2:5]1)[C:2]#[CH:3].I[C:22]1[N:23]=[C:24]([NH2:40])[C:25]2[N:26]=[CH:27][N:28]([C:38]=2[N:39]=1)[C@@H:29]1[O:37][C@H:34]([CH2:35][OH:36])[C@@H:32]([OH:33])[C@H:30]1[OH:31]. (6) The reactants are: [C:1]([C:5]1[CH:23]=[C:8]2[N:9]=[C:10]([CH3:22])[C:11]([CH:14]([CH2:19][CH2:20][CH3:21])[C:15]([O:17][CH3:18])=[O:16])=[C:12](Cl)[N:7]2[N:6]=1)([CH3:4])([CH3:3])[CH3:2].[F:24][C:25]([F:36])([F:35])[C:26]1[CH:31]=[CH:30][C:29](B(O)O)=[CH:28][CH:27]=1.C(N(C(C)C)CC)(C)C. Given the product [C:1]([C:5]1[CH:23]=[C:8]2[N:9]=[C:10]([CH3:22])[C:11]([CH:14]([CH2:19][CH2:20][CH3:21])[C:15]([O:17][CH3:18])=[O:16])=[C:12]([C:29]3[CH:30]=[CH:31][C:26]([C:25]([F:36])([F:35])[F:24])=[CH:27][CH:28]=3)[N:7]2[N:6]=1)([CH3:4])([CH3:3])[CH3:2], predict the reactants needed to synthesize it. (7) Given the product [CH2:17]([O:19][CH2:20][C@H:21]1[CH2:26][CH2:25][CH2:24][N:23]([CH2:27][C@H:28]2[CH2:33][CH2:32][CH2:31][CH2:30][C@@H:29]2[NH:34][C:11](=[O:13])[C:10]2[CH:9]=[CH:8][C:7]([CH2:6][NH:5][S:2]([CH3:1])(=[O:3])=[O:4])=[CH:15][CH:14]=2)[CH2:22]1)[CH3:18], predict the reactants needed to synthesize it. The reactants are: [CH3:1][S:2]([NH:5][CH2:6][C:7]1[CH:15]=[CH:14][C:10]([C:11]([OH:13])=O)=[CH:9][CH:8]=1)(=[O:4])=[O:3].Cl.[CH2:17]([O:19][CH2:20][C@H:21]1[CH2:26][CH2:25][CH2:24][N:23]([CH2:27][C@H:28]2[CH2:33][CH2:32][CH2:31][CH2:30][C@@H:29]2[NH2:34])[CH2:22]1)[CH3:18].C(N(C(C)C)CC)(C)C.CN(C(ON1N=NC2C=CC=NC1=2)=[N+](C)C)C.F[P-](F)(F)(F)(F)F.